From a dataset of Forward reaction prediction with 1.9M reactions from USPTO patents (1976-2016). Predict the product of the given reaction. (1) Given the reactants [C:1]([C:4]1[C:9]([N+:10]([O-:12])=[O:11])=[CH:8][CH:7]=[C:6]([Cl:13])[C:5]=1[S:14]([NH2:17])(=[O:16])=[O:15])(=[O:3])[CH3:2].[H-].[Na+].I[CH3:21].Cl, predict the reaction product. The product is: [CH3:21][NH:17][S:14]([C:5]1[C:6]([Cl:13])=[CH:7][CH:8]=[C:9]([N+:10]([O-:12])=[O:11])[C:4]=1[C:1](=[O:3])[CH3:2])(=[O:15])=[O:16]. (2) Given the reactants C[O:2][C:3]([C:5]1[C:6]([C:14]2[CH:19]=[CH:18][CH:17]=[CH:16][C:15]=2[N+:20]([O-:22])=[O:21])=[CH:7][CH:8]=[C:9]([C:11](=[S:13])[NH2:12])[CH:10]=1)=[O:4].[F:23][C:24]1[CH:25]=[C:26]([CH:31]=[C:32]([F:34])[CH:33]=1)[C:27](=O)[CH2:28]Br, predict the reaction product. The product is: [F:23][C:24]1[CH:25]=[C:26]([C:27]2[N:12]=[C:11]([C:9]3[CH:10]=[C:5]([C:3]([OH:2])=[O:4])[C:6]([C:14]4[CH:19]=[CH:18][CH:17]=[CH:16][C:15]=4[N+:20]([O-:22])=[O:21])=[CH:7][CH:8]=3)[S:13][CH:28]=2)[CH:31]=[C:32]([F:34])[CH:33]=1. (3) Given the reactants [Si:1]([O:8][CH2:9][C:10]1[N:11]([CH3:23])[C:12]2[C:17]([CH:18]=1)=[CH:16][C:15]([CH:19]=[O:20])=[C:14]([CH:21]=[CH2:22])[CH:13]=2)([C:4]([CH3:7])([CH3:6])[CH3:5])([CH3:3])[CH3:2].[CH:24]([Mg]Cl)=[CH:25][CH3:26], predict the reaction product. The product is: [Si:1]([O:8][CH2:9][C:10]1[N:11]([CH3:23])[C:12]2[C:17]([CH:18]=1)=[CH:16][C:15]([CH:19]([OH:20])[CH:24]=[CH:25][CH3:26])=[C:14]([CH:21]=[CH2:22])[CH:13]=2)([C:4]([CH3:7])([CH3:6])[CH3:5])([CH3:3])[CH3:2]. (4) Given the reactants [Cl:1][S:2]([OH:5])(=O)=[O:3].P(Cl)(Cl)(Cl)(Cl)Cl.[F:12][C:13]([F:26])([F:25])[C:14]1[CH:19]=[CH:18][C:17]([C:20]2[CH:24]=[CH:23][S:22][CH:21]=2)=[CH:16][CH:15]=1.CCCCCC, predict the reaction product. The product is: [F:26][C:13]([F:12])([F:25])[C:14]1[CH:15]=[CH:16][C:17]([C:20]2[CH:24]=[C:23]([S:2]([Cl:1])(=[O:5])=[O:3])[S:22][CH:21]=2)=[CH:18][CH:19]=1. (5) Given the reactants C(=O)([O-])[O-].[K+].[K+].Cl.Cl.[NH2:9][CH2:10][C:11]1[CH:12]=[C:13]([C:17]2[CH:18]=[C:19]3[C:24](=[CH:25][CH:26]=2)[N:23]=[CH:22][N:21]=[C:20]3[NH:27][CH:28]2[CH2:30][CH2:29]2)[CH:14]=[CH:15][CH:16]=1.[Cl:31][CH2:32][CH2:33][CH2:34][S:35](Cl)(=[O:37])=[O:36].[H-].[Na+].Cl.Cl[Si](C)(C)C, predict the reaction product. The product is: [ClH:31].[CH:28]1([NH:27][C:20]2[C:19]3[C:24](=[CH:25][CH:26]=[C:17]([C:13]4[CH:14]=[CH:15][CH:16]=[C:11]([CH2:10][N:9]5[CH2:32][CH2:33][CH2:34][S:35]5(=[O:37])=[O:36])[CH:12]=4)[CH:18]=3)[N:23]=[CH:22][N:21]=2)[CH2:29][CH2:30]1. (6) Given the reactants [CH2:1]([S:8]([N:11]1[CH:15]=[CH:14][C:13]([NH2:16])=[CH:12]1)(=[O:10])=[O:9])[C:2]1[CH:7]=[CH:6][CH:5]=[CH:4][CH:3]=1.C(N(CC)CC)C.[CH3:24][O:25][C:26]1[CH:27]=[C:28]([CH:32]=[CH:33][CH:34]=1)[C:29](Cl)=[O:30], predict the reaction product. The product is: [CH2:1]([S:8]([N:11]1[CH:15]=[CH:14][C:13]([NH:16][C:29](=[O:30])[C:28]2[CH:32]=[CH:33][CH:34]=[C:26]([O:25][CH3:24])[CH:27]=2)=[CH:12]1)(=[O:10])=[O:9])[C:2]1[CH:7]=[CH:6][CH:5]=[CH:4][CH:3]=1.